Task: Predict the product of the given reaction.. Dataset: Forward reaction prediction with 1.9M reactions from USPTO patents (1976-2016) (1) Given the reactants [C:1]([C:3]1[CH:4]=[CH:5][C:6](I)=[C:7]([CH:11]=1)[C:8]([OH:10])=[O:9])#[N:2].C(=O)([O-])[O-].[Cs+].[Cs+].[CH3:19][CH:20]([SH:22])[CH3:21].Cl, predict the reaction product. The product is: [C:1]([C:3]1[CH:4]=[CH:5][C:6]([S:22][CH:20]([CH3:21])[CH3:19])=[C:7]([CH:11]=1)[C:8]([OH:10])=[O:9])#[N:2]. (2) Given the reactants [CH2:1]([O:8][C:9]1[CH:14]=[CH:13][C:12]([OH:15])=[CH:11][CH:10]=1)[C:2]1[CH:7]=[CH:6][CH:5]=[CH:4][CH:3]=1.C(=O)([O-])[O-].[K+].[K+].Br[CH2:23][CH2:24][CH2:25][Cl:26], predict the reaction product. The product is: [CH2:1]([O:8][C:9]1[CH:10]=[CH:11][C:12]([O:15][CH2:23][CH2:24][CH2:25][Cl:26])=[CH:13][CH:14]=1)[C:2]1[CH:3]=[CH:4][CH:5]=[CH:6][CH:7]=1. (3) Given the reactants [O:1]1[CH:5]=[CH:4][CH:3]=[C:2]1[C:6]1[CH:7]=[C:8]([NH2:15])[CH:9]=[C:10]([N+:12]([O-:14])=[O:13])[CH:11]=1.C(N(CC)CC)C.[F:23][C:24]([F:37])([F:36])[S:25](O[S:25]([C:24]([F:37])([F:36])[F:23])(=[O:27])=[O:26])(=[O:27])=[O:26].[OH-].[Na+], predict the reaction product. The product is: [F:23][C:24]([F:37])([F:36])[S:25]([NH:15][C:8]1[CH:9]=[C:10]([N+:12]([O-:14])=[O:13])[CH:11]=[C:6]([C:2]2[O:1][CH:5]=[CH:4][CH:3]=2)[CH:7]=1)(=[O:27])=[O:26]. (4) Given the reactants CO[C:3](=[O:12])[C:4]1[CH:9]=[C:8](Br)[C:7](Cl)=[N:6][CH:5]=1.[F:13][C:14]([F:18])([F:17])[CH2:15][OH:16].[F:19][C:20]([F:31])([F:30])[C:21]1[CH:26]=[CH:25][C:24](B(O)O)=[CH:23][CH:22]=1.[CH:32]1([C:35]([OH:39])([CH3:38])[CH2:36][NH2:37])[CH2:34][CH2:33]1, predict the reaction product. The product is: [CH:32]1([C:35]([OH:39])([CH3:38])[CH2:36][NH:37][C:3](=[O:12])[C:4]2[CH:9]=[C:8]([C:24]3[CH:25]=[CH:26][C:21]([C:20]([F:31])([F:30])[F:19])=[CH:22][CH:23]=3)[C:7]([O:16][CH2:15][C:14]([F:18])([F:17])[F:13])=[N:6][CH:5]=2)[CH2:34][CH2:33]1. (5) Given the reactants F[C:2]1[N:10]=[C:9]2[C:5]([N:6]=[CH:7][N:8]2[CH:11]2[CH2:16][CH2:15][CH2:14][CH2:13][O:12]2)=[C:4]([NH2:17])[N:3]=1.[CH3:18][C@H:19]([NH2:23])[CH2:20][CH2:21][CH3:22], predict the reaction product. The product is: [CH3:18][C@H:19]([NH:23][C:2]1[N:10]=[C:9]2[C:5]([N:6]=[CH:7][N:8]2[CH:11]2[CH2:16][CH2:15][CH2:14][CH2:13][O:12]2)=[C:4]([NH2:17])[N:3]=1)[CH2:20][CH2:21][CH3:22]. (6) Given the reactants [C:1](Cl)(=[O:5])[C:2]([CH3:4])=[CH2:3].[Cl-].[Al+3].[Cl-].[Cl-].[CH2:11]1[C:19]2[C:14](=[CH:15][CH:16]=[CH:17][CH:18]=2)[CH2:13][CH2:12]1.Cl, predict the reaction product. The product is: [CH3:3][CH:2]1[CH2:4][C:17]2[C:16](=[CH:15][C:14]3[CH2:13][CH2:12][CH2:11][C:19]=3[CH:18]=2)[C:1]1=[O:5].